From a dataset of Catalyst prediction with 721,799 reactions and 888 catalyst types from USPTO. Predict which catalyst facilitates the given reaction. Reactant: [CH2:1]([C:3]1[C:4]([NH:12][C@H:13]2[C@@H:17]([O:18][CH2:19][CH3:20])[CH2:16][N:15]([C:21]([O:23][CH3:24])=[O:22])[CH2:14]2)=[N:5][C:6]([CH2:10][CH3:11])=[C:7](I)[N:8]=1)[CH3:2].[CH3:25][O:26][C:27]1[CH:35]=[C:34]2[C:30]([CH2:31][CH2:32][CH2:33]2)=[CH:29][C:28]=1B(O)O.C([O-])([O-])=O.[Na+].[Na+].C([O-])(O)=O.[Na+]. Product: [CH2:1]([C:3]1[C:4]([NH:12][C@H:13]2[C@@H:17]([O:18][CH2:19][CH3:20])[CH2:16][N:15]([C:21]([O:23][CH3:24])=[O:22])[CH2:14]2)=[N:5][C:6]([CH2:10][CH3:11])=[C:7]([C:28]2[CH:29]=[C:30]3[C:34](=[CH:35][C:27]=2[O:26][CH3:25])[CH2:33][CH2:32][CH2:31]3)[N:8]=1)[CH3:2]. The catalyst class is: 276.